Dataset: NCI-60 drug combinations with 297,098 pairs across 59 cell lines. Task: Regression. Given two drug SMILES strings and cell line genomic features, predict the synergy score measuring deviation from expected non-interaction effect. (1) Drug 1: C1=NC2=C(N1)C(=S)N=C(N2)N. Cell line: A498. Synergy scores: CSS=13.3, Synergy_ZIP=-4.97, Synergy_Bliss=-3.23, Synergy_Loewe=-12.3, Synergy_HSA=-3.89. Drug 2: C1=NNC2=C1C(=O)NC=N2. (2) Drug 1: C1=CC=C(C(=C1)C(C2=CC=C(C=C2)Cl)C(Cl)Cl)Cl. Drug 2: C(CCl)NC(=O)N(CCCl)N=O. Cell line: EKVX. Synergy scores: CSS=3.99, Synergy_ZIP=-0.0585, Synergy_Bliss=1.43, Synergy_Loewe=-1.39, Synergy_HSA=-0.488. (3) Cell line: SK-OV-3. Drug 1: CS(=O)(=O)CCNCC1=CC=C(O1)C2=CC3=C(C=C2)N=CN=C3NC4=CC(=C(C=C4)OCC5=CC(=CC=C5)F)Cl. Drug 2: C1=NNC2=C1C(=O)NC=N2. Synergy scores: CSS=11.2, Synergy_ZIP=-2.69, Synergy_Bliss=4.22, Synergy_Loewe=-6.37, Synergy_HSA=3.41. (4) Drug 1: CC1=C2C(C(=O)C3(C(CC4C(C3C(C(C2(C)C)(CC1OC(=O)C(C(C5=CC=CC=C5)NC(=O)OC(C)(C)C)O)O)OC(=O)C6=CC=CC=C6)(CO4)OC(=O)C)OC)C)OC. Drug 2: C1CCC(CC1)NC(=O)N(CCCl)N=O. Cell line: HL-60(TB). Synergy scores: CSS=83.3, Synergy_ZIP=9.53, Synergy_Bliss=7.70, Synergy_Loewe=-13.1, Synergy_HSA=9.40.